Dataset: Drug-target binding data from BindingDB using IC50 measurements. Task: Regression. Given a target protein amino acid sequence and a drug SMILES string, predict the binding affinity score between them. We predict pIC50 (pIC50 = -log10(IC50 in M); higher means more potent). Dataset: bindingdb_ic50. (1) The compound is O=c1oc(Cl)c(Cl)c2ccccc12. The target protein sequence is MQLLTTLNNPRAAQAFIDYMAAHQIDIQMMPDASGQFSLWVLHDQHVDVAQAELQAFLQNPYDQKYQAASWDVADQKRPQFHYASPNLLSLIKAKAGAFTLFIMALCIAIFALQTFGAGDAIFNALHFPAQASQQWQIWRWVSHALLHFSVMHIAFNLLWWWQFGGDLEQRLGSLKLIKLFIISAIISGAGQYWVEGANFGGLSGVVYALAGYLWVLGQRAPQLGLSIPRPLMGFMLIWLVLGFVQPFMAIANTAHLAGLISGVVLAWMDTKRNQDMQ. The pIC50 is 4.6. (2) The compound is Oc1ccccc1. The target protein (Q3SZX4) has sequence MAKEWGYADHNGPDHWHELFPNAKGENQSPIELNTKEISHDPSLKPWTASYDPGSAKTILNNGKTCRVVFDDTYDRSMLRGGPLAAPYRLRQFHLHWGSSDDHGSEHSVDGVKYAAELHLVHWNSKYNSYATALKHADGIAVVGVFLKIGREKGEFQLLLDALDKIKTKGKEAPFNNFNPSCLFPACRDYWTYHGSFTTPPCEECIVWLLLKEPITVSSDQIAKLRTLYSSAENEPPVPLVRNWRPPQPIKGRIVKASFK. The pIC50 is 5.3.